This data is from Full USPTO retrosynthesis dataset with 1.9M reactions from patents (1976-2016). The task is: Predict the reactants needed to synthesize the given product. (1) The reactants are: [CH2:1]([NH:5][C:6]1[N:7]([C:15]2[CH:20]=[CH:19][C:18]([Cl:21])=[CH:17][CH:16]=2)[N:8]=[C:9]2[C:14]=1[CH:13]=[CH:12][CH:11]=[CH:10]2)[CH2:2][CH2:3][CH3:4].[CH:22]1([N:28]=[C:29]=[O:30])[CH2:27][CH2:26][CH2:25][CH2:24][CH2:23]1. Given the product [CH2:1]([N:5]([C:6]1[N:7]([C:15]2[CH:20]=[CH:19][C:18]([Cl:21])=[CH:17][CH:16]=2)[N:8]=[C:9]2[C:14]=1[CH:13]=[CH:12][CH:11]=[CH:10]2)[C:29]([NH:28][CH:22]1[CH2:27][CH2:26][CH2:25][CH2:24][CH2:23]1)=[O:30])[CH2:2][CH2:3][CH3:4], predict the reactants needed to synthesize it. (2) Given the product [Cl:6][C:7]1[CH:8]=[C:9]([N:13]2[CH:17]=[C:16]([CH2:18][O:19][S:2]([CH3:1])(=[O:4])=[O:3])[N:15]=[N:14]2)[CH:10]=[CH:11][CH:12]=1, predict the reactants needed to synthesize it. The reactants are: [CH3:1][S:2](Cl)(=[O:4])=[O:3].[Cl:6][C:7]1[CH:8]=[C:9]([N:13]2[CH:17]=[C:16]([CH2:18][OH:19])[N:15]=[N:14]2)[CH:10]=[CH:11][CH:12]=1.C(N(CC)CC)C.C([O-])(O)=O.[Na+]. (3) The reactants are: [O:1]=[C:2]([CH3:9])[CH2:3][C:4]([O:6][CH2:7][CH3:8])=[O:5].[N:10]([O-])=[O:11].[Na+].COC(C)(C)C. Given the product [OH:11]/[N:10]=[C:3](\[C:2](=[O:1])[CH3:9])/[C:4]([O:6][CH2:7][CH3:8])=[O:5], predict the reactants needed to synthesize it. (4) Given the product [CH2:31]([CH:26]([CH2:27][CH2:28][CH2:29][CH3:30])[CH2:25][O:24][C:22]([C:21]1[CH:20]=[CH:19][C:18]([NH:17][C:2]2[N:13]=[C:12]3[N:14]4[C:8](=[N:9][C:10]([NH:17][C:18]5[CH:34]=[CH:33][C:21]([C:22]([O:24][CH2:25][CH:26]([CH2:31][CH3:32])[CH2:27][CH2:28][CH2:29][CH3:30])=[O:23])=[CH:20][CH:19]=5)=[N:11]3)[N:7]=[C:6]([NH:17][C:18]3[CH:19]=[CH:20][C:21]([C:22]([O:24][CH2:25][CH:26]([CH2:31][CH3:32])[CH2:27][CH2:28][CH2:29][CH3:30])=[O:23])=[CH:33][CH:34]=3)[N:5]=[C:4]4[N:3]=2)=[CH:34][CH:33]=1)=[O:23])[CH3:32], predict the reactants needed to synthesize it. The reactants are: Cl[C:2]1[N:13]=[C:12]2[N:14]3[C:8](=[N:9][C:10](Cl)=[N:11]2)[N:7]=[C:6](Cl)[N:5]=[C:4]3[N:3]=1.[NH2:17][C:18]1[CH:34]=[CH:33][C:21]([C:22]([O:24][CH2:25][CH:26]([CH2:31][CH3:32])[CH2:27][CH2:28][CH2:29][CH3:30])=[O:23])=[CH:20][CH:19]=1. (5) Given the product [Cl:19][C:20]1[CH:25]=[C:24]([Cl:26])[CH:23]=[CH:22][C:21]=1[C:8]1[C:7]([O:18][CH2:13][CH2:14][CH2:15][CH2:16][CH3:17])=[N:6][CH:5]=[C:4]([CH:9]=1)[C:3]([NH:30][C@@H:31]1[CH2:36][CH2:35][CH2:34][CH2:33][C@H:32]1[OH:37])=[O:12], predict the reactants needed to synthesize it. The reactants are: CO[C:3](=[O:12])[C:4]1[CH:9]=[C:8](Br)[C:7](Cl)=[N:6][CH:5]=1.[CH2:13]([OH:18])[CH2:14][CH2:15][CH2:16][CH3:17].[Cl:19][C:20]1[CH:25]=[C:24]([Cl:26])[CH:23]=[CH:22][C:21]=1B(O)O.[NH2:30][C@@H:31]1[CH2:36][CH2:35][CH2:34][CH2:33][C@H:32]1[OH:37]. (6) Given the product [CH3:2][C:3]1[CH:8]=[CH:7][CH:6]=[CH:5][C:4]=1[N:9]1[C:14]([NH2:15])=[CH:13][C:12]([C:16]([F:19])([F:18])[F:17])=[N:10]1, predict the reactants needed to synthesize it. The reactants are: Cl.[CH3:2][C:3]1[CH:8]=[CH:7][CH:6]=[CH:5][C:4]=1[NH:9][NH2:10].N[C:12]([C:16]([F:19])([F:18])[F:17])=[CH:13][C:14]#[N:15].[OH-].[Na+]. (7) Given the product [Cl:5][C:6]1[N:7]=[C:8]([CH3:33])[N:9]([CH2:12][C:13]2[S:28][C:16]3[N:17]([CH2:24][CH:25]([CH3:27])[CH3:26])[C:18](=[O:23])[N:19]([CH3:22])[C:20](=[O:21])[C:15]=3[C:14]=2[C:29]([OH:31])=[O:30])[C:10]=1[Cl:11], predict the reactants needed to synthesize it. The reactants are: [OH-].[Na+].CO.[Cl:5][C:6]1[N:7]=[C:8]([CH3:33])[N:9]([CH2:12][C:13]2[S:28][C:16]3[N:17]([CH2:24][CH:25]([CH3:27])[CH3:26])[C:18](=[O:23])[N:19]([CH3:22])[C:20](=[O:21])[C:15]=3[C:14]=2[C:29]([O:31]C)=[O:30])[C:10]=1[Cl:11].